This data is from Peptide-MHC class II binding affinity with 134,281 pairs from IEDB. The task is: Regression. Given a peptide amino acid sequence and an MHC pseudo amino acid sequence, predict their binding affinity value. This is MHC class II binding data. (1) The peptide sequence is KKLAQAVMEMTYKNK. The MHC is DRB1_1101 with pseudo-sequence DRB1_1101. The binding affinity (normalized) is 0.526. (2) The peptide sequence is TLTHRLMSPHRVPNYNLF. The MHC is DRB4_0101 with pseudo-sequence DRB4_0103. The binding affinity (normalized) is 0. (3) The peptide sequence is VLAALFAGAWCVPKV. The MHC is DRB5_0101 with pseudo-sequence DRB5_0101. The binding affinity (normalized) is 0.586. (4) The peptide sequence is EFKYFAATQFEPLAA. The MHC is DRB1_1001 with pseudo-sequence DRB1_1001. The binding affinity (normalized) is 0.575. (5) The peptide sequence is WVSATLEQDKCVTVM. The MHC is HLA-DQA10501-DQB10402 with pseudo-sequence YNYHQRXFATVLHSLFFGGTYYDIEDSTVHLETT. The binding affinity (normalized) is 0.